This data is from Full USPTO retrosynthesis dataset with 1.9M reactions from patents (1976-2016). The task is: Predict the reactants needed to synthesize the given product. (1) Given the product [Br:1][C:2]1[CH:10]=[CH:9][C:8]([C:12]#[N:13])=[C:7]2[C:3]=1[CH:4]=[CH:5][NH:6]2.[Br:11][C:8]1[C:7]2[NH:6][CH:5]=[CH:4][C:3]=2[C:2]([C:12]#[N:13])=[CH:10][CH:9]=1, predict the reactants needed to synthesize it. The reactants are: [Br:1][C:2]1[CH:10]=[CH:9][C:8]([Br:11])=[C:7]2[C:3]=1[CH:4]=[CH:5][NH:6]2.[C:12]([Cu])#[N:13]. (2) Given the product [OH:1][CH:2]([C:7]1[C:15]2[C:14](=[O:16])[N:13]([CH2:17][CH2:18][CH2:19][OH:20])[C:12](=[O:27])[N:11]([CH3:28])[C:10]=2[S:9][C:8]=1[C:29]1[CH:34]=[CH:33][CH:32]=[C:31]([O:35][C:36]([F:37])([F:38])[F:39])[CH:30]=1)[CH2:3][CH:4]([CH3:6])[CH3:5], predict the reactants needed to synthesize it. The reactants are: [OH:1][CH:2]([C:7]1[C:15]2[C:14](=[O:16])[N:13]([CH2:17][CH2:18][CH2:19][O:20]C3CCCCO3)[C:12](=[O:27])[N:11]([CH3:28])[C:10]=2[S:9][C:8]=1[C:29]1[CH:34]=[CH:33][CH:32]=[C:31]([O:35][C:36]([F:39])([F:38])[F:37])[CH:30]=1)[CH2:3][CH:4]([CH3:6])[CH3:5]. (3) Given the product [CH3:7][C:8]1([CH3:16])[CH2:13][CH2:12][CH2:11][NH:10][CH:9]1[CH2:14][NH2:15], predict the reactants needed to synthesize it. The reactants are: [H-].[Al+3].[Li+].[H-].[H-].[H-].[CH3:7][C:8]1([CH3:16])[CH2:13][CH2:12][CH2:11][NH:10][CH:9]1[C:14]#[N:15].[OH-].[Na+].S([O-])([O-])(=O)=O.[Na+].[Na+]. (4) Given the product [CH3:38][NH:39][C:31]([C@H:28]1[CH2:29][CH2:30][C@H:25]([C:8]2[N:4]3[CH:5]=[CH:6][N:7]=[C:2]([NH2:1])[C:3]3=[C:10]([C:11]3[CH:16]=[CH:15][CH:14]=[C:13]([O:17][CH2:18][C:19]4[CH:24]=[CH:23][CH:22]=[CH:21][CH:20]=4)[CH:12]=3)[N:9]=2)[CH2:26][CH2:27]1)=[O:32], predict the reactants needed to synthesize it. The reactants are: [NH2:1][C:2]1[C:3]2[N:4]([C:8]([C@H:25]3[CH2:30][CH2:29][C@H:28]([C:31](O)=[O:32])[CH2:27][CH2:26]3)=[N:9][C:10]=2[C:11]2[CH:16]=[CH:15][CH:14]=[C:13]([O:17][CH2:18][C:19]3[CH:24]=[CH:23][CH:22]=[CH:21][CH:20]=3)[CH:12]=2)[CH:5]=[CH:6][N:7]=1.Cl.CN.C[CH2:38][N:39](C(C)C)C(C)C.C1C=NC2N(O)N=NC=2C=1.C(Cl)CCl.